From a dataset of Catalyst prediction with 721,799 reactions and 888 catalyst types from USPTO. Predict which catalyst facilitates the given reaction. (1) Product: [CH:34]1([NH:37][C:38](=[O:55])[C:39]2[CH:44]=[CH:43][C:42]([CH3:45])=[C:41]([C:2]3[C:11](=[O:12])[N:10]([CH3:13])[C:9]4[C:8]([C:14]5[CH:19]=[CH:18][C:17]([F:20])=[CH:16][C:15]=5[F:21])=[N:7][N:6]=[CH:5][C:4]=4[CH:3]=3)[CH:40]=2)[CH2:35][CH2:36]1. Reactant: Br[C:2]1[C:11](=[O:12])[N:10]([CH3:13])[C:9]2[C:8]([C:14]3[CH:19]=[CH:18][C:17]([F:20])=[CH:16][C:15]=3[F:21])=[N:7][N:6]=[CH:5][C:4]=2[CH:3]=1.O1CCOCC1.C([O-])([O-])=O.[Na+].[Na+].[CH:34]1([NH:37][C:38](=[O:55])[C:39]2[CH:44]=[CH:43][C:42]([CH3:45])=[C:41](B3OC(C)(C)C(C)(C)O3)[CH:40]=2)[CH2:36][CH2:35]1. The catalyst class is: 257. (2) Reactant: [OH:1][CH:2]([C@H:5]1[O:9][C:8](=[O:10])[CH2:7][CH2:6]1)[CH2:3][CH3:4].[C:11]([Si:15](Cl)([C:22]1[CH:27]=[CH:26][CH:25]=[CH:24][CH:23]=1)[C:16]1[CH:21]=[CH:20][CH:19]=[CH:18][CH:17]=1)([CH3:14])([CH3:13])[CH3:12].N1C=CN=C1. Product: [Si:15]([O:1][CH:2]([C@H:5]1[O:9][C:8](=[O:10])[CH2:7][CH2:6]1)[CH2:3][CH3:4])([C:11]([CH3:14])([CH3:13])[CH3:12])([C:22]1[CH:23]=[CH:24][CH:25]=[CH:26][CH:27]=1)[C:16]1[CH:21]=[CH:20][CH:19]=[CH:18][CH:17]=1. The catalyst class is: 18. (3) Reactant: Br[C:2]1[C:10]2[C:9]([NH:11][C@H:12]([C:14]3[N:19]([C:20]4[CH:25]=[CH:24][CH:23]=[CH:22][CH:21]=4)[C:18](=[O:26])[C:17]4=[C:27]([CH3:30])[CH:28]=[CH:29][N:16]4[N:15]=3)[CH3:13])=[N:8][CH:7]=[N:6][C:5]=2[N:4]([CH2:31][O:32][CH2:33][CH2:34][Si:35]([CH3:38])([CH3:37])[CH3:36])[CH:3]=1.[CH3:39][N:40]([CH3:56])[CH:41]1[CH2:46][CH2:45][N:44]([C:47]2[CH:52]=[C:51](B(O)O)[CH:50]=[CH:49][N:48]=2)[CH2:43][CH2:42]1.C(=O)([O-])[O-].[Na+].[Na+]. Product: [CH3:39][N:40]([CH3:56])[CH:41]1[CH2:42][CH2:43][N:44]([C:47]2[CH:52]=[C:51]([C:2]3[C:10]4[C:9]([NH:11][C@H:12]([C:14]5[N:19]([C:20]6[CH:25]=[CH:24][CH:23]=[CH:22][CH:21]=6)[C:18](=[O:26])[C:17]6=[C:27]([CH3:30])[CH:28]=[CH:29][N:16]6[N:15]=5)[CH3:13])=[N:8][CH:7]=[N:6][C:5]=4[N:4]([CH2:31][O:32][CH2:33][CH2:34][Si:35]([CH3:38])([CH3:37])[CH3:36])[CH:3]=3)[CH:50]=[CH:49][N:48]=2)[CH2:45][CH2:46]1. The catalyst class is: 73. (4) Product: [F:8][C:9]([F:15])([F:14])[S:10]([OH:13])(=[O:12])=[O:11].[CH3:1][N:2]1[CH2:6][CH2:5][CH2:4][C:3]1=[O:7]. The catalyst class is: 11. Reactant: [CH3:1][N:2]1[CH2:6][CH2:5][CH2:4][C:3]1=[O:7].[F:8][C:9]([F:15])([F:14])[S:10]([O-:13])(=[O:12])=[O:11]. (5) Reactant: [Br:1][C:2]1[CH:3]=[N:4][NH:5][CH:6]=1.Br[CH:8]1[CH2:11][O:10][CH2:9]1.C(=O)([O-])[O-].[Cs+].[Cs+]. Product: [Br:1][C:2]1[CH:3]=[N:4][N:5]([CH:8]2[CH2:11][O:10][CH2:9]2)[CH:6]=1. The catalyst class is: 9. (6) Reactant: [N:1]1[CH:6]=[CH:5][CH:4]=[C:3]([NH:7][C:8](=[O:15])OCC(Cl)(Cl)Cl)[CH:2]=1.[F:16][C:17]1[CH:22]=[C:21]([F:23])[CH:20]=[CH:19][C:18]=1[C:24]1[N:25]=[C:26]([N:29]2[CH2:34][CH2:33][NH:32][CH2:31][CH2:30]2)[S:27][CH:28]=1.C(N(C(C)C)CC)(C)C.O. Product: [F:16][C:17]1[CH:22]=[C:21]([F:23])[CH:20]=[CH:19][C:18]=1[C:24]1[N:25]=[C:26]([N:29]2[CH2:30][CH2:31][N:32]([C:8]([NH:7][C:3]3[CH:2]=[N:1][CH:6]=[CH:5][CH:4]=3)=[O:15])[CH2:33][CH2:34]2)[S:27][CH:28]=1. The catalyst class is: 16. (7) Reactant: [CH2:1]([N:8]1[CH2:12][CH2:11][NH:10][C:9]1=[O:13])[C:2]1[CH:7]=[CH:6][CH:5]=[CH:4][CH:3]=1.[CH2:14]([O:16][P:17]([C:22]([C:25]1[CH:30]=[CH:29][C:28]([CH2:31]Br)=[CH:27][C:26]=1[Br:33])([F:24])[F:23])(=[O:21])[O:18][CH2:19][CH3:20])[CH3:15].[H-].[Na+]. Product: [CH2:14]([O:16][P:17]([C:22]([C:25]1[CH:30]=[CH:29][C:28]([CH2:31][N:10]2[CH2:11][CH2:12][N:8]([CH2:1][C:2]3[CH:7]=[CH:6][CH:5]=[CH:4][CH:3]=3)[C:9]2=[O:13])=[CH:27][C:26]=1[Br:33])([F:24])[F:23])(=[O:21])[O:18][CH2:19][CH3:20])[CH3:15]. The catalyst class is: 3. (8) Reactant: [OH:1][CH2:2][CH2:3][N:4]1[CH2:9][CH2:8][N:7]([C:10]([C:12]2[CH:17]=[CH:16][C:15]([C:18]3[CH:23]=[CH:22][N:21]=[C:20]4[N:24]([CH3:29])[CH:25]=[C:26]([CH:27]=O)[C:19]=34)=[CH:14][CH:13]=2)=[O:11])[CH2:6][CH2:5]1.[OH:30][C:31]1[C:36]2[C:37](=O)[CH2:38][O:39][C:35]=2[CH:34]=[CH:33][CH:32]=1.Cl. Product: [OH:30][C:31]1[C:36]2[CH2:37]/[C:38](=[CH:27]/[C:26]3[C:19]4[C:20](=[N:21][CH:22]=[CH:23][C:18]=4[C:15]4[CH:16]=[CH:17][C:12]([C:10]([N:7]5[CH2:8][CH2:9][N:4]([CH2:3][CH2:2][OH:1])[CH2:5][CH2:6]5)=[O:11])=[CH:13][CH:14]=4)[N:24]([CH3:29])[CH:25]=3)/[O:39][C:35]=2[CH:34]=[CH:33][CH:32]=1. The catalyst class is: 14. (9) The catalyst class is: 1. Reactant: C1(C(=[N:14][C:15]2[CH:16]=[C:17]([NH:22][S:23]([CH3:26])(=[O:25])=[O:24])[C:18]([CH3:21])=[N:19][CH:20]=2)C2C=CC=CC=2)C=CC=CC=1.Cl. Product: [NH2:14][C:15]1[CH:16]=[C:17]([NH:22][S:23]([CH3:26])(=[O:25])=[O:24])[C:18]([CH3:21])=[N:19][CH:20]=1.